Task: Predict which catalyst facilitates the given reaction.. Dataset: Catalyst prediction with 721,799 reactions and 888 catalyst types from USPTO (1) Reactant: COC1C=C(OC)C=CC=1C[NH:6][S:7]([CH:10]([C:15]1[CH:20]=[CH:19][C:18]([Br:21])=[CH:17][CH:16]=1)[C:11]([OH:14])([CH3:13])[CH3:12])(=[O:9])=[O:8].FC(F)(F)C(O)=O.C1(C)C=CC=CC=1. Product: [Br:21][C:18]1[CH:19]=[CH:20][C:15]([CH:10]([S:7]([NH2:6])(=[O:8])=[O:9])[C:11]([OH:14])([CH3:13])[CH3:12])=[CH:16][CH:17]=1. The catalyst class is: 4. (2) Reactant: [C:1]([O:5][C:6]([N:8]1[CH2:13][CH2:12][C@@H:11]([N:14]=[N+]=[N-])[C@H:10]([OH:17])[CH2:9]1)=[O:7])([CH3:4])([CH3:3])[CH3:2]. Product: [C:1]([O:5][C:6]([N:8]1[CH2:13][CH2:12][C@@H:11]([NH2:14])[C@H:10]([OH:17])[CH2:9]1)=[O:7])([CH3:4])([CH3:2])[CH3:3]. The catalyst class is: 29. (3) Reactant: Cl[C:2](Cl)(Cl)[CH:3]([OH:5])O.[O-]S([O-])(=O)=O.[Na+].[Na+].[CH2:15]([C:17]1[CH:23]=[CH:22][C:20]([NH2:21])=[CH:19][CH:18]=1)[CH3:16].Cl.[NH2:25][OH:26]. Product: [CH2:15]([C:17]1[CH:23]=[CH:22][C:20]([NH:21][C:3](=[O:5])/[CH:2]=[N:25]/[OH:26])=[CH:19][CH:18]=1)[CH3:16]. The catalyst class is: 223. (4) Reactant: [Cl:1][C:2]1[CH:24]=[CH:23][C:22]([Cl:25])=[CH:21][C:3]=1[C:4]([NH:6][NH:7][C:8](=[O:20])[C:9]1[C:14]([F:15])=[C:13]([F:16])[C:12]([F:17])=[C:11]([F:18])[C:10]=1[F:19])=O. Product: [Cl:1][C:2]1[CH:24]=[CH:23][C:22]([Cl:25])=[CH:21][C:3]=1[C:4]1[O:20][C:8]([C:9]2[C:14]([F:15])=[C:13]([F:16])[C:12]([F:17])=[C:11]([F:18])[C:10]=2[F:19])=[N:7][N:6]=1. The catalyst class is: 265. (5) Reactant: C1(C[N:8]2[CH2:17][CH2:16][N:15]3[C@H:10]([CH2:11][O:12][CH2:13][CH2:14]3)[CH2:9]2)C=CC=CC=1.[ClH:18]. Product: [ClH:18].[ClH:18].[CH2:11]1[C@@H:10]2[CH2:9][NH:8][CH2:17][CH2:16][N:15]2[CH2:14][CH2:13][O:12]1. The catalyst class is: 19. (6) Reactant: [Cl:1][C:2]1[CH:3]=[C:4]([CH:18]=[C:19]([Cl:21])[CH:20]=1)[CH2:5][C:6]1[C:7]([CH2:16][CH3:17])=[N:8][N:9]([CH2:13][CH2:14][NH2:15])[C:10]=1[CH2:11][CH3:12].[CH3:22][N:23]1[CH:27]=[C:26]([S:28](Cl)(=[O:30])=[O:29])[N:25]=[CH:24]1.C(N(CC)CC)C. Product: [Cl:1][C:2]1[CH:3]=[C:4]([CH:18]=[C:19]([Cl:21])[CH:20]=1)[CH2:5][C:6]1[C:7]([CH2:16][CH3:17])=[N:8][N:9]([CH2:13][CH2:14][NH:15][S:28]([C:26]2[N:25]=[CH:24][N:23]([CH3:22])[CH:27]=2)(=[O:30])=[O:29])[C:10]=1[CH2:11][CH3:12]. The catalyst class is: 9. (7) Reactant: [C:1]([O:5][C:6]([N:8]([CH3:53])[C@@H:9]([CH3:52])[C:10]([NH:12][C@@H:13]([C:48]([CH3:51])([CH3:50])[CH3:49])[C:14]([N:16]1[C@H:25]([CH2:26][N:27]([CH2:40][CH2:41][C:42]2[CH:47]=[CH:46][CH:45]=[CH:44][CH:43]=2)[C:28]([C:30]2[CH:39]=[CH:38][C:33]([C:34]([O:36]C)=[O:35])=[CH:32][CH:31]=2)=[O:29])[CH2:24][C:23]2[C:18](=[CH:19][CH:20]=[CH:21][CH:22]=2)[CH2:17]1)=[O:15])=[O:11])=[O:7])([CH3:4])([CH3:3])[CH3:2].[OH-].[Na+].Cl. Product: [C:1]([O:5][C:6]([N:8]([CH3:53])[C@@H:9]([CH3:52])[C:10]([NH:12][C@@H:13]([C:48]([CH3:51])([CH3:50])[CH3:49])[C:14]([N:16]1[C@H:25]([CH2:26][N:27]([CH2:40][CH2:41][C:42]2[CH:43]=[CH:44][CH:45]=[CH:46][CH:47]=2)[C:28]([C:30]2[CH:31]=[CH:32][C:33]([C:34]([OH:36])=[O:35])=[CH:38][CH:39]=2)=[O:29])[CH2:24][C:23]2[C:18](=[CH:19][CH:20]=[CH:21][CH:22]=2)[CH2:17]1)=[O:15])=[O:11])=[O:7])([CH3:2])([CH3:4])[CH3:3]. The catalyst class is: 92. (8) Reactant: [NH:1]([C:9]([O:11]C(C)(C)C)=O)[C@H:2]([C:6]([OH:8])=O)[CH2:3][O:4][CH3:5].Cl.[F:17][C:18]1[CH:23]=[CH:22][C:21]([N:24]2[C:32]3[C:27](=[CH:28][C:29](I)=[CH:30][CH:31]=3)[CH:26]=[N:25]2)=[CH:20][CH:19]=1.C(N([CH2:39][CH3:40])CC)C.[CH3:41][O:42][CH2:43]C(Cl)=O. Product: [C:27]1([CH2:26][CH2:2][NH2:1])[CH:28]=[CH:29][CH:30]=[CH:31][CH:32]=1.[F:17][C:18]1[CH:19]=[C:20]([C@H:6]([O:8][C:29]2[CH:28]=[C:27]3[C:32](=[CH:31][CH:30]=2)[N:24]([C:21]2[CH:22]=[CH:23][C:18]([F:17])=[CH:19][CH:20]=2)[N:25]=[CH:26]3)[C@@H:2]([NH:1][C:9](=[O:11])[CH2:43][O:42][CH3:41])[CH2:3][O:4][CH3:5])[CH:21]=[CH:39][CH:40]=1. The catalyst class is: 4. (9) Reactant: [CH3:1][N:2]([CH3:20])[NH:3][C:4](=[O:19])[N:5]([C:7]1[CH:12]=[CH:11][C:10]([S:13][C:14]([F:17])([F:16])[F:15])=[CH:9][C:8]=1[F:18])[CH3:6].C(N(C(C)C)CC)(C)C.[F:30][C:31]1[CH:39]=[CH:38][CH:37]=[C:36]([F:40])[C:32]=1[C:33](Cl)=[O:34].C(OCC)(=O)C. Product: [CH3:1][N:2]([CH3:20])[N:3]([C:33](=[O:34])[C:32]1[C:31]([F:30])=[CH:39][CH:38]=[CH:37][C:36]=1[F:40])[C:4]([N:5]([C:7]1[CH:12]=[CH:11][C:10]([S:13][C:14]([F:15])([F:16])[F:17])=[CH:9][C:8]=1[F:18])[CH3:6])=[O:19]. The catalyst class is: 11.